From a dataset of Forward reaction prediction with 1.9M reactions from USPTO patents (1976-2016). Predict the product of the given reaction. (1) Given the reactants [C-:1]#[N:2].[K+].[C:4]1([CH:14]=[O:15])[C:13]2[C:8](=[CH:9][CH:10]=[CH:11][CH:12]=2)[CH:7]=[CH:6][CH:5]=1.C(O)(=O)C, predict the reaction product. The product is: [OH:15][CH:14]([C:4]1[C:13]2[C:8](=[CH:9][CH:10]=[CH:11][CH:12]=2)[CH:7]=[CH:6][CH:5]=1)[C:1]#[N:2]. (2) Given the reactants [C:1]1([CH2:7][C:8]([OH:10])=O)[CH:6]=[CH:5][CH:4]=[CH:3][CH:2]=1.[Cl:11][C:12]1[CH:17]=[CH:16][CH:15]=[CH:14][C:13]=1[C:18]1[N:23]=[N:22][C:21]([NH:24][NH:25]C(=O)CC2CCCCC2)=[CH:20][C:19]=1[C:35]1[CH:40]=[CH:39][C:38]([Cl:41])=[CH:37][CH:36]=1, predict the reaction product. The product is: [Cl:11][C:12]1[CH:17]=[CH:16][CH:15]=[CH:14][C:13]=1[C:18]1[N:23]=[N:22][C:21]([N:24]([C:8](=[O:10])[CH2:7][C:1]2[CH:2]=[CH:3][CH:4]=[CH:5][CH:6]=2)[NH2:25])=[CH:20][C:19]=1[C:35]1[CH:36]=[CH:37][C:38]([Cl:41])=[CH:39][CH:40]=1. (3) Given the reactants [Br:1][C:2]1[CH:7]=[CH:6][C:5]([OH:8])=[CH:4][C:3]=1[CH2:9][C:10]([OH:12])=[O:11].Cl.[CH3:14]O, predict the reaction product. The product is: [CH3:14][O:11][C:10](=[O:12])[CH2:9][C:3]1[CH:4]=[C:5]([OH:8])[CH:6]=[CH:7][C:2]=1[Br:1].